Predict the product of the given reaction. From a dataset of Forward reaction prediction with 1.9M reactions from USPTO patents (1976-2016). (1) Given the reactants [Br-].[CH:2]1([Zn+])[CH2:4][CH2:3]1.Br[C:7]1[C:8]([N:25]2[CH2:30][CH2:29][N:28]([C:31]([O:33][C:34]([CH3:37])([CH3:36])[CH3:35])=[O:32])[CH2:27][CH2:26]2)=[C:9]2[CH:15]=[N:14][N:13]([CH2:16][C:17]3[CH:22]=[CH:21][C:20]([O:23][CH3:24])=[CH:19][CH:18]=3)[C:10]2=[N:11][CH:12]=1.[NH4+].[Cl-], predict the reaction product. The product is: [CH:2]1([C:7]2[C:8]([N:25]3[CH2:26][CH2:27][N:28]([C:31]([O:33][C:34]([CH3:37])([CH3:36])[CH3:35])=[O:32])[CH2:29][CH2:30]3)=[C:9]3[CH:15]=[N:14][N:13]([CH2:16][C:17]4[CH:18]=[CH:19][C:20]([O:23][CH3:24])=[CH:21][CH:22]=4)[C:10]3=[N:11][CH:12]=2)[CH2:4][CH2:3]1. (2) Given the reactants C(O[C:4]1[C:5](=[O:17])[C:6](=[O:16])[C:7]=1[NH:8][C:9]1[CH:14]=[CH:13][CH:12]=[CH:11][C:10]=1[OH:15])C.[CH2:18]([C:20]1[CH:26]=[CH:25][CH:24]=[CH:23][C:21]=1[NH2:22])[CH3:19], predict the reaction product. The product is: [CH2:18]([C:20]1[CH:26]=[CH:25][CH:24]=[CH:23][C:21]=1[NH:22][C:4]1[C:5](=[O:17])[C:6](=[O:16])[C:7]=1[NH:8][C:9]1[CH:14]=[CH:13][CH:12]=[CH:11][C:10]=1[OH:15])[CH3:19]. (3) Given the reactants [OH:1][C:2]1[CH:11]=[CH:10][C:9]2[N:8]=[C:7]([C:12]3[CH:17]=[CH:16][CH:15]=[CH:14][CH:13]=3)[CH:6]=[N:5][C:4]=2[C:3]=1[C:18](O)=[O:19].Cl.[CH2:22]([O:24][C:25](=[O:28])[CH2:26][NH2:27])[CH3:23].C(N(CC)CC)C.C1CN([P+](ON2N=NC3C=CC=CC2=3)(N2CCCC2)N2CCCC2)CC1.F[P-](F)(F)(F)(F)F, predict the reaction product. The product is: [OH:1][C:2]1[C:3]([C:18]([NH:27][CH2:26][C:25]([O:24][CH2:22][CH3:23])=[O:28])=[O:19])=[C:4]2[C:9](=[CH:10][CH:11]=1)[N:8]=[C:7]([C:12]1[CH:13]=[CH:14][CH:15]=[CH:16][CH:17]=1)[CH:6]=[N:5]2. (4) The product is: [CH3:27][C:24]1[CH:23]=[CH:22][C:21]([S:20][C:16]2[N:15]=[C:14]([C:12]3[S:4][C:3]4[CH:5]=[CH:6][CH:7]=[CH:8][C:2]=4[C:1](=[O:10])[N:13]=3)[CH:19]=[CH:18][CH:17]=2)=[CH:26][CH:25]=1. Given the reactants [C:1]([O:10]C)(=O)[C:2]1[C:3](=[CH:5][CH:6]=[CH:7][CH:8]=1)[SH:4].[C:12]([C:14]1[CH:19]=[CH:18][CH:17]=[C:16]([S:20][C:21]2[CH:26]=[CH:25][C:24]([CH3:27])=[CH:23][CH:22]=2)[N:15]=1)#[N:13].C(N(CC)CC)C, predict the reaction product. (5) Given the reactants Cl.[NH2:2][CH2:3][C:4]1[CH:5]=[C:6]2[C:10](=[CH:11][CH:12]=1)[C:9](=[O:13])[N:8]([CH:14]1[CH2:19][CH2:18][C:17](=[O:20])[NH:16][C:15]1=[O:21])[CH2:7]2.[F:22][C:23]([F:34])([F:33])[C:24]1[CH:32]=[CH:31][C:27]([C:28](Cl)=[O:29])=[CH:26][N:25]=1.C(N(CC)CC)C.Cl.C([O-])(O)=O.[Na+], predict the reaction product. The product is: [O:21]=[C:15]1[CH:14]([N:8]2[CH2:7][C:6]3[C:10](=[CH:11][CH:12]=[C:4]([CH2:3][NH:2][C:28](=[O:29])[C:27]4[CH:31]=[CH:32][C:24]([C:23]([F:34])([F:22])[F:33])=[N:25][CH:26]=4)[CH:5]=3)[C:9]2=[O:13])[CH2:19][CH2:18][C:17](=[O:20])[NH:16]1. (6) Given the reactants [C:1]([OH:8])(=[O:7])[CH2:2][CH2:3][CH2:4][CH2:5][CH3:6].[Cl:9]N(C(C)C)C(C)C.S(=O)(=O)(O)O, predict the reaction product. The product is: [Cl:9][CH:5]([CH3:6])[CH2:4][CH2:3][CH2:2][C:1]([OH:8])=[O:7]. (7) Given the reactants [CH3:1][C:2]1[CH:3]=[N:4][N:5]([CH2:7][C:8]2[CH:22]=[CH:21][C:11]([CH2:12][N:13]3[CH:17]=[C:16]([C:18]([OH:20])=O)[CH:15]=[N:14]3)=[CH:10][CH:9]=2)[CH:6]=1.[CH3:23][C:24]1[N:29]=[C:28]2[NH:30][CH:31]=[CH:32][C:27]2=[CH:26][C:25]=1[CH2:33][NH2:34].CN(C(ON1N=NC2C=CC=NC1=2)=[N+](C)C)C.F[P-](F)(F)(F)(F)F, predict the reaction product. The product is: [CH3:23][C:24]1[N:29]=[C:28]2[NH:30][CH:31]=[CH:32][C:27]2=[CH:26][C:25]=1[CH2:33][NH:34][C:18]([C:16]1[CH:15]=[N:14][N:13]([CH2:12][C:11]2[CH:10]=[CH:9][C:8]([CH2:7][N:5]3[CH:6]=[C:2]([CH3:1])[CH:3]=[N:4]3)=[CH:22][CH:21]=2)[CH:17]=1)=[O:20].